Dataset: Microsomal clearance measurements from AstraZeneca. Task: Regression/Classification. Given a drug SMILES string, predict its absorption, distribution, metabolism, or excretion properties. Task type varies by dataset: regression for continuous measurements (e.g., permeability, clearance, half-life) or binary classification for categorical outcomes (e.g., BBB penetration, CYP inhibition). For this dataset (clearance_microsome_az), we predict log10(clearance) (log10 of the in vitro intrinsic clearance, CLint, in uL/min per mg of human liver microsomal protein, equivalently mL/min/g; values are censored to the assay range of 3 to 150, which is 0.477 to 2.18 on this log10 scale). (1) The compound is CCS(=O)(=O)c1ccc(-c2cc(C(F)(F)F)ccc2OCC(N)=O)c(C)c1. The log10(clearance) is 0.480. (2) The molecule is CNC(=O)Cc1ccc2c(=O)cc(-c3cccnc3)[nH]c2c1. The log10(clearance) is 0.480. (3) The drug is Cc1c(Cl)ccc(OC2CCN(C3CCN(C(=O)c4cccc(S(C)(=O)=O)c4)CC3)CC2)c1Cl. The log10(clearance) is 1.13. (4) The molecule is CC(C)(CCCCCOCCc1ccccc1)NCCc1ccc(O)c2nc(O)sc12. The log10(clearance) is 1.69. (5) The log10(clearance) is 0.480. The compound is COc1ccccc1S(=O)(=O)NC(=O)N1CCC(N2CCC(Oc3ccc(Cl)c(Cl)c3)CC2)CC1. (6) The molecule is C[C@@](C(=O)O[C@H]1C[N+]2(CCCOc3ccc(F)cc3)CCC1CC2)(c1ccccc1)N1CCCCC1. The log10(clearance) is 1.82. (7) The drug is Cc1nccn1CCC(C(N)=O)(c1ccccc1)c1ccccc1. The log10(clearance) is 0.480. (8) The compound is Cc1c(Sc2ccc(Cl)cc2)c2c(Cl)cccc2n1CC(=O)O. The log10(clearance) is 0.480.